From a dataset of CYP1A2 inhibition data for predicting drug metabolism from PubChem BioAssay. Regression/Classification. Given a drug SMILES string, predict its absorption, distribution, metabolism, or excretion properties. Task type varies by dataset: regression for continuous measurements (e.g., permeability, clearance, half-life) or binary classification for categorical outcomes (e.g., BBB penetration, CYP inhibition). Dataset: cyp1a2_veith. (1) The compound is c1cncc(-c2nccc(-n3ccnc3)n2)c1. The result is 1 (inhibitor). (2) The result is 0 (non-inhibitor). The drug is COCCN(C(=O)Nc1ccc(OC)cc1OC)C1CCN(C(C)=O)CC1. (3) The compound is CCCCCCCC/C=C\CCCCCCCC(N)=O. The result is 1 (inhibitor). (4) The molecule is CC(C)(C)NC(=O)[C@@H]1C[C@H]2CCCC[C@@H]2CN1C[C@H](O)[C@H](Cc1ccccc1)NC(=O)[C@@H](CC(N)=O)NC(=O)c1ccc2ccccc2n1.CS(=O)(=O)O. The result is 0 (non-inhibitor).